From a dataset of Catalyst prediction with 721,799 reactions and 888 catalyst types from USPTO. Predict which catalyst facilitates the given reaction. (1) Reactant: [N+:1]([C:4]1[CH:9]=[CH:8][C:7]([N:10]2[CH2:14][CH2:13][CH:12]3[NH:15][CH2:16][CH2:17][CH:11]23)=[CH:6][CH:5]=1)([O-:3])=[O:2].C=O.[CH:20](O)=O.Cl. Product: [CH3:20][N:15]1[CH2:16][CH2:17][CH:11]2[N:10]([C:7]3[CH:6]=[CH:5][C:4]([N+:1]([O-:3])=[O:2])=[CH:9][CH:8]=3)[CH2:14][CH2:13][CH:12]12. The catalyst class is: 12. (2) Reactant: C([C:3]1[CH:8]=[CH:7][CH:6]=[CH:5][C:4]=1[C:9]1[CH:14]=[CH:13][C:12]([CH2:15][N:16]2[C:21](=[O:22])[C:20]([C:23](O)=[O:24])=[C:19]([CH2:26][CH3:27])[N:18]=[C:17]2[CH2:28][CH2:29][CH3:30])=[CH:11][CH:10]=1)#N.[NH:31]1[CH2:36][CH2:35][O:34][CH2:33][CH2:32]1.Cl.[CH3:38][N:39](C)CCCN=C=NCC.O.ON1C2C=CC=CC=2N=N1. Product: [CH2:26]([C:19]1[N:18]=[C:17]([CH2:28][CH2:29][CH3:30])[N:16]([CH2:15][C:12]2[CH:13]=[C:14]([C:38]#[N:39])[C:9]([C:4]3[CH:5]=[CH:6][CH:7]=[CH:8][CH:3]=3)=[CH:10][CH:11]=2)[C:21](=[O:22])[C:20]=1[C:23]([N:31]1[CH2:36][CH2:35][O:34][CH2:33][CH2:32]1)=[O:24])[CH3:27]. The catalyst class is: 842. (3) Reactant: F[C:2]1[CH:3]=[C:4]([CH:7]=[CH:8][CH:9]=1)[C:5]#[N:6].[CH3:10][O:11][C:12]1[CH:13]=[C:14]([OH:18])[CH:15]=[CH:16][CH:17]=1.C(=O)([O-])[O-].[Cs+].[Cs+].CN(C=O)C. Product: [CH3:10][O:11][C:12]1[CH:13]=[C:14]([O:18][C:2]2[CH:3]=[C:4]([CH:7]=[CH:8][CH:9]=2)[C:5]#[N:6])[CH:15]=[CH:16][CH:17]=1. The catalyst class is: 6. (4) Reactant: [NH2:1][C:2]1[CH:7]=[CH:6][C:5]([C:8]2[O:12][C:11]([NH:13][C:14]3[CH:19]=[CH:18][CH:17]=[C:16]([Cl:20])[CH:15]=3)=[N:10][N:9]=2)=[CH:4][C:3]=1[N+:21]([O-])=O. Product: [Cl:20][C:16]1[CH:15]=[C:14]([NH:13][C:11]2[O:12][C:8]([C:5]3[CH:4]=[C:3]([NH2:21])[C:2]([NH2:1])=[CH:7][CH:6]=3)=[N:9][N:10]=2)[CH:19]=[CH:18][CH:17]=1. The catalyst class is: 458. (5) Product: [CH3:15][C:8]1[CH:7]=[C:6]([CH3:16])[C:5]([C:2]2[NH:3][C:19]([C@@H:21]3[CH2:25][CH2:24][CH2:23][O:22]3)=[CH:18][N:4]=2)=[CH:14][C:9]=1[C:10]([O:12][CH3:13])=[O:11]. The catalyst class is: 23. Reactant: Cl.[C:2]([C:5]1[C:6]([CH3:16])=[CH:7][C:8]([CH3:15])=[C:9]([CH:14]=1)[C:10]([O:12][CH3:13])=[O:11])(=[NH:4])[NH2:3].Br[CH2:18][C:19]([C@@H:21]1[CH2:25][CH2:24][CH2:23][O:22]1)=O.C(=O)([O-])[O-].[K+].[K+]. (6) The catalyst class is: 2. Reactant: [F:1][C:2]([F:23])([F:22])[C:3]([NH:5][C@H:6]([CH3:21])[CH2:7][C:8]1[CH:13]=[C:12]([O:14][CH3:15])[C:11]([CH2:16][CH2:17]O)=[CH:10][C:9]=1[O:19][CH3:20])=[O:4].C1(P(C2C=CC=CC=2)C2C=CC=CC=2)C=CC=CC=1.C(Br)(Br)(Br)[Br:44]. Product: [Br:44][CH2:17][CH2:16][C:11]1[C:12]([O:14][CH3:15])=[CH:13][C:8]([CH2:7][C@H:6]([NH:5][C:3](=[O:4])[C:2]([F:23])([F:22])[F:1])[CH3:21])=[C:9]([O:19][CH3:20])[CH:10]=1. (7) Product: [CH:10]([C:7]1[CH:8]=[C:9]2[C:4]([CH:3]=[CH:2][N:1]2[C:19]([O:21][C:22]([CH3:25])([CH3:24])[CH3:23])=[O:20])=[CH:5][CH:6]=1)=[O:11]. The catalyst class is: 172. Reactant: [NH:1]1[C:9]2[C:4](=[CH:5][CH:6]=[C:7]([CH:10]=[O:11])[CH:8]=2)[CH:3]=[CH:2]1.C(N(CC)CC)C.[C:19](O[C:19]([O:21][C:22]([CH3:25])([CH3:24])[CH3:23])=[O:20])([O:21][C:22]([CH3:25])([CH3:24])[CH3:23])=[O:20].